From a dataset of Full USPTO retrosynthesis dataset with 1.9M reactions from patents (1976-2016). Predict the reactants needed to synthesize the given product. Given the product [Br:6][C:7]1[CH:12]=[CH:11][C:10]([C:13]2[CH:18]=[CH:17][C:16]([N:19]([CH3:21])[CH3:20])=[CH:15][C:14]=2[CH:22]=[CH2:2])=[CH:9][CH:8]=1, predict the reactants needed to synthesize it. The reactants are: [Li][CH2:2]CCC.[Br:6][C:7]1[CH:12]=[CH:11][C:10]([C:13]2[C:14]([CH:22]=O)=[CH:15][C:16]([N:19]([CH3:21])[CH3:20])=[CH:17][CH:18]=2)=[CH:9][CH:8]=1.